Dataset: Full USPTO retrosynthesis dataset with 1.9M reactions from patents (1976-2016). Task: Predict the reactants needed to synthesize the given product. Given the product [CH2:11]([O:13][C:14](=[O:25])[CH:15]([CH2:16][NH:17][C:18]([O:20][C:21]([CH3:24])([CH3:23])[CH3:22])=[O:19])[CH2:27][C:28]1[C:29]([F:40])=[CH:30][CH:31]=[C:32]2[C:37]=1[N:36]=[C:35]([O:38][CH3:39])[CH:34]=[CH:33]2)[CH3:12], predict the reactants needed to synthesize it. The reactants are: [Li+].C[Si]([N-][Si](C)(C)C)(C)C.[CH2:11]([O:13][C:14](=[O:25])[CH2:15][CH2:16][NH:17][C:18]([O:20][C:21]([CH3:24])([CH3:23])[CH3:22])=[O:19])[CH3:12].Br[CH2:27][C:28]1[C:29]([F:40])=[CH:30][CH:31]=[C:32]2[C:37]=1[N:36]=[C:35]([O:38][CH3:39])[CH:34]=[CH:33]2.O.